Task: Predict the reactants needed to synthesize the given product.. Dataset: Full USPTO retrosynthesis dataset with 1.9M reactions from patents (1976-2016) (1) Given the product [Cl:1][C:2]1[CH:7]=[CH:6][N+:5]([O-:10])=[C:4]([CH3:8])[CH:3]=1, predict the reactants needed to synthesize it. The reactants are: [Cl:1][C:2]1[CH:7]=[CH:6][N:5]=[C:4]([CH3:8])[CH:3]=1.C(N)(N)=[O:10].OO.FC(F)(F)C(OC(=O)C(F)(F)F)=O. (2) The reactants are: [CH:1]1([NH2:7])[CH2:6][CH2:5][CH2:4][CH2:3][CH2:2]1.C1(S([N:17]2[C:21]3=[N:22][CH:23]=[CH:24][CH:25]=[C:20]3[C:19]([C:26]3[CH:31]=[CH:30][N:29]=[C:28](Cl)[N:27]=3)=[CH:18]2)(=O)=O)C=CC=CC=1. Given the product [CH:1]1([NH:7][C:28]2[N:27]=[C:26]([C:19]3[C:20]4[C:21](=[N:22][CH:23]=[CH:24][CH:25]=4)[NH:17][CH:18]=3)[CH:31]=[CH:30][N:29]=2)[CH2:6][CH2:5][CH2:4][CH2:3][CH2:2]1, predict the reactants needed to synthesize it.